This data is from Reaction yield outcomes from USPTO patents with 853,638 reactions. The task is: Predict the reaction yield, written as a fraction of the theoretical maximum amount of product (1.0 means a 100% yield; for example, 0.34 means a 34% yield). (1) The reactants are [C:1]([O:4][CH2:5][CH:6]([OH:23])[C@@H:7]([NH:15][C:16]([O:18][C:19]([CH3:22])([CH3:21])[CH3:20])=[O:17])[CH2:8][C:9]1[CH:14]=[CH:13][CH:12]=[CH:11][CH:10]=1)(=[O:3])[CH3:2].CCN(CC)CC.[CH3:31][S:32](Cl)(=[O:34])=[O:33].O. The catalyst is CN(C1C=CN=CC=1)C.C(Cl)Cl. The product is [C:1]([O:4][CH2:5][C@@H:6]([O:23][S:32]([CH3:31])(=[O:34])=[O:33])[C@@H:7]([NH:15][C:16]([O:18][C:19]([CH3:22])([CH3:21])[CH3:20])=[O:17])[CH2:8][C:9]1[CH:10]=[CH:11][CH:12]=[CH:13][CH:14]=1)(=[O:3])[CH3:2]. The yield is 1.00. (2) The reactants are Br[C:2]1[C:7]([CH:8]=[O:9])=[CH:6][CH:5]=[CH:4][N:3]=1.[CH3:10][O:11][C:12]1[CH:17]=[CH:16][C:15]([C:18]#[CH:19])=[CH:14][CH:13]=1. The catalyst is C(N(CC)CC)C.Cl[Pd](Cl)([P](C1C=CC=CC=1)(C1C=CC=CC=1)C1C=CC=CC=1)[P](C1C=CC=CC=1)(C1C=CC=CC=1)C1C=CC=CC=1.[Cu]I. The product is [CH3:10][O:11][C:12]1[CH:17]=[CH:16][C:15]([C:18]#[C:19][C:2]2[C:7]([CH:8]=[O:9])=[CH:6][CH:5]=[CH:4][N:3]=2)=[CH:14][CH:13]=1. The yield is 0.990. (3) The reactants are [F:1][C:2]1[CH:3]=[CH:4][C:5]([CH2:8][O:9][C:10]2[CH:15]=[CH:14][N:13]([C:16]3[CH:17]=[CH:18][C:19]4[C:20]5[CH2:29][N:28](C(OC(C)(C)C)=O)[CH2:27][CH2:26][C:21]=5[N:22]([CH3:25])[C:23]=4[CH:24]=3)[C:12](=[O:37])[CH:11]=2)=[N:6][CH:7]=1.C1(N)C(F)=C(F)C(F)=C(N)C=1F.[ClH:50].Cl. No catalyst specified. The product is [ClH:50].[ClH:50].[F:1][C:2]1[CH:3]=[CH:4][C:5]([CH2:8][O:9][C:10]2[CH:15]=[CH:14][N:13]([C:16]3[CH:17]=[CH:18][C:19]4[C:20]5[CH2:29][NH:28][CH2:27][CH2:26][C:21]=5[N:22]([CH3:25])[C:23]=4[CH:24]=3)[C:12](=[O:37])[CH:11]=2)=[N:6][CH:7]=1. The yield is 0.840. (4) The reactants are FC(F)(F)C(O)=O.[Cl:8][C:9]1[CH:14]=[CH:13][C:12]([NH:15][C:16](=[O:30])[NH:17][C:18]2[S:26][C:21]3[CH2:22][NH:23][CH2:24][CH2:25][C:20]=3[C:19]=2[C:27]([NH2:29])=[O:28])=[CH:11][CH:10]=1.C(N(CC)CC)C.[C:38]([NH:45][CH2:46][CH2:47][CH2:48]Br)([O:40][C:41]([CH3:44])([CH3:43])[CH3:42])=[O:39]. The catalyst is CN(C=O)C. The product is [C:27]([C:19]1[C:20]2[CH2:25][CH2:24][N:23]([CH2:48][CH2:47][CH2:46][NH:45][C:38](=[O:39])[O:40][C:41]([CH3:44])([CH3:43])[CH3:42])[CH2:22][C:21]=2[S:26][C:18]=1[NH:17][C:16](=[O:30])[NH:15][C:12]1[CH:11]=[CH:10][C:9]([Cl:8])=[CH:14][CH:13]=1)(=[O:28])[NH2:29]. The yield is 0.600. (5) The yield is 0.510. The product is [Br:24][C:16]1[C:12]2[C:13](=[C:8]([NH:7][CH2:6][C:5]3[CH:21]=[CH:22][C:2]([F:1])=[CH:3][C:4]=3[CH3:23])[N:9]=[CH:10][CH:11]=2)[N:14]([CH2:18][CH2:19][CH3:20])[C:15]=1[CH3:17]. The catalyst is C(O)(=O)C. The reactants are [F:1][C:2]1[CH:22]=[CH:21][C:5]([CH2:6][NH:7][C:8]2[N:9]=[CH:10][CH:11]=[C:12]3[CH:16]=[C:15]([CH3:17])[N:14]([CH2:18][CH2:19][CH3:20])[C:13]=23)=[C:4]([CH3:23])[CH:3]=1.[Br:24]Br. (6) The reactants are [NH2:1][C:2]1[CH:10]=[C:9]([O:11][CH3:12])[CH:8]=[C:7]([O:13][CH3:14])[C:3]=1[C:4]([NH2:6])=[O:5].C([Si](C)(C)[O:20][CH2:21][CH2:22][O:23][C:24]1[CH:31]=[CH:30][C:27]([CH:28]=O)=[CH:26][C:25]=1[O:32][CH3:33])(C)(C)C.S([O-])(O)=O.[Na+].O.C1(C)C=CC(S(O)(=O)=O)=CC=1. The catalyst is CN(C)C(=O)C. The product is [OH:20][CH2:21][CH2:22][O:23][C:24]1[CH:31]=[CH:30][C:27]([C:28]2[NH:6][C:4](=[O:5])[C:3]3[C:2](=[CH:10][C:9]([O:11][CH3:12])=[CH:8][C:7]=3[O:13][CH3:14])[N:1]=2)=[CH:26][C:25]=1[O:32][CH3:33]. The yield is 0.0780.